From a dataset of Catalyst prediction with 721,799 reactions and 888 catalyst types from USPTO. Predict which catalyst facilitates the given reaction. (1) Reactant: C(OC([N+](C(OC(C)C)=O)=[N-])=O)(C)C.[CH3:15][C:16]1([CH3:40])[O:20][CH:19]([CH2:21][N:22]2[C:34]3[C:33]4[CH:32]=[CH:31][C:30]([OH:35])=[CH:29][C:28]=4[N:27]=[CH:26][C:25]=3[N:24]=[C:23]2[CH2:36][O:37][CH2:38][CH3:39])[CH2:18][O:17]1.O[CH:42]1[CH2:47][CH2:46][N:45]([C:48]([O:50][C:51]([CH3:54])([CH3:53])[CH3:52])=[O:49])[CH2:44][CH2:43]1.C1(P(C2C=CC=CC=2)C2C=CC=CC=2)C=CC=CC=1. Product: [CH3:15][C:16]1([CH3:40])[O:20][CH:19]([CH2:21][N:22]2[C:34]3[C:33]4[CH:32]=[CH:31][C:30]([O:35][CH:42]5[CH2:47][CH2:46][N:45]([C:48]([O:50][C:51]([CH3:54])([CH3:53])[CH3:52])=[O:49])[CH2:44][CH2:43]5)=[CH:29][C:28]=4[N:27]=[CH:26][C:25]=3[N:24]=[C:23]2[CH2:36][O:37][CH2:38][CH3:39])[CH2:18][O:17]1. The catalyst class is: 7. (2) Reactant: Br[C:2]1[CH:7]=[C:6]([S:8]([CH3:11])(=[O:10])=[O:9])[CH:5]=[C:4]([O:12][CH2:13][C:14]2[CH:19]=[CH:18][C:17]([O:20][CH3:21])=[CH:16][CH:15]=2)[CH:3]=1.[CH3:22][N:23]1[CH:32]=[C:31](B2OC(C)(C)C(C)(C)O2)[C:30]2[C:25](=[CH:26][CH:27]=[CH:28][CH:29]=2)[C:24]1=[O:42].[O-]P([O-])([O-])=O.[K+].[K+].[K+]. Product: [CH3:21][O:20][C:17]1[CH:18]=[CH:19][C:14]([CH2:13][O:12][C:4]2[CH:3]=[C:2]([C:31]3[C:30]4[C:25](=[CH:26][CH:27]=[CH:28][CH:29]=4)[C:24](=[O:42])[N:23]([CH3:22])[CH:32]=3)[CH:7]=[C:6]([S:8]([CH3:11])(=[O:10])=[O:9])[CH:5]=2)=[CH:15][CH:16]=1. The catalyst class is: 117.